Dataset: Forward reaction prediction with 1.9M reactions from USPTO patents (1976-2016). Task: Predict the product of the given reaction. (1) Given the reactants [Cl:1][C:2]1[CH:3]=[C:4]([N:10]2[CH2:19][CH2:18][C:17]3[C:16]([NH:20][C:21]4[N:26]=[N:25][C:24]([C:27]([OH:29])=O)=[CH:23][CH:22]=4)=[N:15][CH:14]=[N:13][C:12]=3[CH2:11]2)[CH:5]=[CH:6][C:7]=1[C:8]#[N:9].[F:30][C:31]([F:35])([F:34])[CH2:32][NH2:33], predict the reaction product. The product is: [Cl:1][C:2]1[CH:3]=[C:4]([N:10]2[CH2:19][CH2:18][C:17]3[C:16]([NH:20][C:21]4[N:26]=[N:25][C:24]([C:27]([NH:33][CH2:32][C:31]([F:35])([F:34])[F:30])=[O:29])=[CH:23][CH:22]=4)=[N:15][CH:14]=[N:13][C:12]=3[CH2:11]2)[CH:5]=[CH:6][C:7]=1[C:8]#[N:9]. (2) Given the reactants [NH2:1][C:2]([C:4]1[CH:5]=[N:6][C:7]2[C:12]([C:13]=1[NH:14][C:15]1[CH:16]=[C:17]([CH:23]=[CH:24][CH:25]=1)[C:18]([O:20][CH2:21][CH3:22])=[O:19])=[CH:11][CH:10]=[C:9](Br)[CH:8]=2)=[O:3].[CH3:27][O:28][C:29]1[N:34]=[C:33]([O:35][CH3:36])[C:32](B(O)O)=[CH:31][N:30]=1.C(=O)([O-])[O-].[K+].[K+], predict the reaction product. The product is: [NH2:1][C:2]([C:4]1[CH:5]=[N:6][C:7]2[C:12]([C:13]=1[NH:14][C:15]1[CH:16]=[C:17]([CH:23]=[CH:24][CH:25]=1)[C:18]([O:20][CH2:21][CH3:22])=[O:19])=[CH:11][CH:10]=[C:9]([C:32]1[C:33]([O:35][CH3:36])=[N:34][C:29]([O:28][CH3:27])=[N:30][CH:31]=1)[CH:8]=2)=[O:3]. (3) Given the reactants [CH2:1]([N:3]1[CH:7]=[C:6]([CH2:8][N:9]([C:23]2[CH:28]=[CH:27][C:26]([CH:29]([CH3:31])[CH3:30])=[CH:25][CH:24]=2)[C:10]([CH:12]2[C:21]3[C:16](=[CH:17][CH:18]=[C:19]([OH:22])[CH:20]=3)[CH2:15][CH2:14][CH2:13]2)=[O:11])[CH:5]=[N:4]1)[CH3:2].Cl.Cl[CH2:34][CH2:35][N:36]([CH3:38])[CH3:37], predict the reaction product. The product is: [CH3:37][N:36]([CH3:38])[CH2:35][CH2:34][O:22][C:19]1[CH:20]=[C:21]2[C:16]([CH2:15][CH2:14][CH2:13][CH:12]2[C:10]([N:9]([CH2:8][C:6]2[CH:5]=[N:4][N:3]([CH2:1][CH3:2])[CH:7]=2)[C:23]2[CH:24]=[CH:25][C:26]([CH:29]([CH3:30])[CH3:31])=[CH:27][CH:28]=2)=[O:11])=[CH:17][CH:18]=1. (4) Given the reactants [CH3:1][O:2][C:3]([C:5]1[CH:10]=[CH:9][C:8]([CH2:11][S:12]([O-:15])(=[O:14])=[O:13])=[C:7]([N+:16]([O-])=O)[CH:6]=1)=[O:4].[Na+:19].[H][H], predict the reaction product. The product is: [NH2:16][C:7]1[CH:6]=[C:5]([C:3]([O:2][CH3:1])=[O:4])[CH:10]=[CH:9][C:8]=1[CH2:11][S:12]([O-:15])(=[O:13])=[O:14].[Na+:19]. (5) Given the reactants [Br:1][C:2]1[CH:8]=[CH:7][C:5]([NH2:6])=[CH:4][CH:3]=1.[Br:9][CH2:10][C:11](Br)=[O:12], predict the reaction product. The product is: [Br:9][CH2:10][C:11]([NH:6][C:5]1[CH:7]=[CH:8][C:2]([Br:1])=[CH:3][CH:4]=1)=[O:12]. (6) Given the reactants Br[C:2]1[CH:3]=[C:4]([CH:7]=[CH:8][CH:9]=1)[CH:5]=[O:6].[CH:10]1[C:15]([OH:16])=[CH:14][CH:13]=[CH:12][C:11]=1[CH3:17].C(=O)([O-])[O-].[K+].[K+].N1C2C(=CC=CC=2)C=CC=1, predict the reaction product. The product is: [CH3:17][C:11]1[CH:10]=[C:15]([CH:14]=[CH:13][CH:12]=1)[O:16][C:2]1[CH:3]=[C:4]([CH:7]=[CH:8][CH:9]=1)[CH:5]=[O:6]. (7) The product is: [NH:31]1[C:32]2[CH:38]=[CH:37][CH:36]=[CH:35][C:33]=2[N:34]=[C:30]1[NH:29][C:26]1[CH:27]=[CH:28][C:23]([CH2:22][CH2:21][CH2:20][CH2:19][N:12]2[C:13]3[CH:18]=[CH:17][CH:16]=[CH:15][C:14]=3[CH:8]([CH2:7][C:6]([OH:40])=[O:5])[CH2:9][CH2:10][C:11]2=[O:39])=[CH:24][CH:25]=1. Given the reactants C([O:5][C:6](=[O:40])[CH2:7][CH:8]1[C:14]2[CH:15]=[CH:16][CH:17]=[CH:18][C:13]=2[N:12]([CH2:19][CH2:20][CH2:21][CH2:22][C:23]2[CH:28]=[CH:27][C:26]([NH:29][C:30]3[NH:34][C:33]4[CH:35]=[CH:36][CH:37]=[CH:38][C:32]=4[N:31]=3)=[CH:25][CH:24]=2)[C:11](=[O:39])[CH2:10][CH2:9]1)(C)(C)C, predict the reaction product. (8) Given the reactants C([O-])([O-])=O.[K+].[K+].[SH:7][C:8]1[N:22]=[CH:21][CH:20]=[CH:19][C:9]=1[C:10]([NH:12][CH2:13][C:14]1[S:15][CH:16]=[CH:17][CH:18]=1)=[O:11].Br[CH2:24][CH2:25][S:26][CH:27]1[CH2:32][CH2:31][CH2:30][CH2:29][CH2:28]1.C(OCC)(=O)C.CCCCCC, predict the reaction product. The product is: [CH:27]1([S:26][CH2:25][CH2:24][S:7][C:8]2[N:22]=[CH:21][CH:20]=[CH:19][C:9]=2[C:10]([NH:12][CH2:13][C:14]2[S:15][CH:16]=[CH:17][CH:18]=2)=[O:11])[CH2:32][CH2:31][CH2:30][CH2:29][CH2:28]1. (9) Given the reactants [CH2:1]([O:3][C:4]1[CH:9]=[CH:8][CH:7]=[CH:6][C:5]=1[NH2:10])[CH3:2].[Br:11]N1C(=O)CCC1=O, predict the reaction product. The product is: [Br:11][C:8]1[CH:7]=[CH:6][C:5]([NH2:10])=[C:4]([O:3][CH2:1][CH3:2])[CH:9]=1.